From a dataset of Catalyst prediction with 721,799 reactions and 888 catalyst types from USPTO. Predict which catalyst facilitates the given reaction. Reactant: P(Cl)(Cl)(Cl)=O.[F:6][C:7]1[CH:12]=[CH:11][C:10]([C:13](=O)[CH2:14][C:15]2[CH:20]=[CH:19][N:18]=[CH:17][CH:16]=2)=[CH:9][CH:8]=1.[OH-:22].[Na+].[C:24](OCC)(=[S:26])[CH3:25].C(N([CH2:35][CH3:36])CC)C.CN(C)[CH:39]=[O:40]. Product: [CH2:35]([O:22][C:39]([C:24]1[S:26][C:13]([C:10]2[CH:11]=[CH:12][C:7]([F:6])=[CH:8][CH:9]=2)=[C:14]([C:15]2[CH:20]=[CH:19][N:18]=[CH:17][CH:16]=2)[CH:25]=1)=[O:40])[CH3:36]. The catalyst class is: 46.